From a dataset of Full USPTO retrosynthesis dataset with 1.9M reactions from patents (1976-2016). Predict the reactants needed to synthesize the given product. (1) Given the product [C:1]([C:5]1[CH:6]=[C:7]([NH:17][C:18](=[O:48])[NH:19][CH2:20][C:21]2[CH:47]=[CH:46][CH:45]=[CH:44][C:22]=2[CH2:23][O:24][C:25]2[CH:30]=[C:29]([CH3:31])[N:28]([C:32]3[CH:33]=[C:34]([CH:38]=[CH:39][C:40]=3[CH3:41])[C:35]([NH:49][C@@H:50]([C:52](=[O:53])[NH2:54])[CH3:51])=[O:36])[C:27](=[O:42])[C:26]=2[Cl:43])[N:8]([C:10]2[CH:11]=[CH:12][C:13]([OH:16])=[CH:14][CH:15]=2)[N:9]=1)([CH3:2])([CH3:3])[CH3:4], predict the reactants needed to synthesize it. The reactants are: [C:1]([C:5]1[CH:6]=[C:7]([NH:17][C:18](=[O:48])[NH:19][CH2:20][C:21]2[CH:47]=[CH:46][CH:45]=[CH:44][C:22]=2[CH2:23][O:24][C:25]2[CH:30]=[C:29]([CH3:31])[N:28]([C:32]3[CH:33]=[C:34]([CH:38]=[CH:39][C:40]=3[CH3:41])[C:35](O)=[O:36])[C:27](=[O:42])[C:26]=2[Cl:43])[N:8]([C:10]2[CH:15]=[CH:14][C:13]([OH:16])=[CH:12][CH:11]=2)[N:9]=1)([CH3:4])([CH3:3])[CH3:2].[NH2:49][C@H:50]([C:52]([NH2:54])=[O:53])[CH3:51].Cl.N[C@H](C(N)=O)C.[H-].[Na+].CCN=C=NCCCN(C)C. (2) Given the product [CH3:22][O:21][C:18]1[CH:19]=[CH:20][C:15]([N:13]([CH3:14])[C:11]2[C:10]3[C:5](=[CH:6][CH:7]=[CH:8][CH:9]=3)[N:4]=[C:3]([NH:23][CH2:24][CH2:25][CH2:26][CH2:27][OH:28])[N:12]=2)=[CH:16][CH:17]=1, predict the reactants needed to synthesize it. The reactants are: Cl.Cl[C:3]1[N:12]=[C:11]([N:13]([C:15]2[CH:20]=[CH:19][C:18]([O:21][CH3:22])=[CH:17][CH:16]=2)[CH3:14])[C:10]2[C:5](=[CH:6][CH:7]=[CH:8][CH:9]=2)[N:4]=1.[NH2:23][CH2:24][CH2:25][CH2:26][CH2:27][OH:28]. (3) Given the product [OH:7][CH2:8][CH2:9][O:10][CH:11]1[CH2:16][CH2:15][N:14]([C:17]2[C:26]3[C:21](=[CH:22][CH:23]=[C:24]([C:27]([NH2:29])=[O:28])[CH:25]=3)[CH:20]=[N:19][CH:18]=2)[CH2:13][CH2:12]1, predict the reactants needed to synthesize it. The reactants are: O1CCCCC1[O:7][CH2:8][CH2:9][O:10][CH:11]1[CH2:16][CH2:15][N:14]([C:17]2[C:26]3[C:21](=[CH:22][CH:23]=[C:24]([C:27]([NH2:29])=[O:28])[CH:25]=3)[CH:20]=[N:19][CH:18]=2)[CH2:13][CH2:12]1.O.C1(C)C=CC(S(O)(=O)=O)=CC=1.C(N(CC)CC)C. (4) Given the product [Cl:1][C:2]1[CH:3]=[CH:4][C:5]([O:15][CH2:16][C:17]2[CH:22]=[CH:21][C:20]([Br:23])=[CH:19][C:18]=2[F:24])=[C:6]([C:8]2[N:25]([C:26]3[CH:27]=[C:28]([C:32]([F:35])=[CH:33][CH:34]=3)[C:29]([OH:31])=[O:30])[C:11]([CH3:12])=[CH:10][CH:9]=2)[CH:7]=1, predict the reactants needed to synthesize it. The reactants are: [Cl:1][C:2]1[CH:3]=[CH:4][C:5]([O:15][CH2:16][C:17]2[CH:22]=[CH:21][C:20]([Br:23])=[CH:19][C:18]=2[F:24])=[C:6]([C:8](=O)[CH2:9][CH2:10][C:11](=O)[CH3:12])[CH:7]=1.[NH2:25][C:26]1[CH:27]=[C:28]([C:32]([F:35])=[CH:33][CH:34]=1)[C:29]([OH:31])=[O:30].CC1C=CC(S(O)(=O)=O)=CC=1. (5) The reactants are: FC(F)(F)C(O)=O.C([O:12][C:13](=[O:31])[CH2:14][O:15][C:16]1[CH:21]=[CH:20][C:19]([CH2:22][C:23]([O:25][CH2:26][CH3:27])=[O:24])=[CH:18][C:17]=1[O:28][CH2:29][CH3:30])(C)(C)C. Given the product [CH2:29]([O:28][C:17]1[CH:18]=[C:19]([CH2:22][C:23]([O:25][CH2:26][CH3:27])=[O:24])[CH:20]=[CH:21][C:16]=1[O:15][CH2:14][C:13]([OH:31])=[O:12])[CH3:30], predict the reactants needed to synthesize it. (6) Given the product [Cl:1][C:2]1[CH:7]=[CH:6][C:5]([C:8]2[CH2:12][C:11]([C:17]3[CH:22]=[C:21]([Cl:23])[C:20]([Cl:24])=[C:19]([Cl:25])[CH:18]=3)([C:13]([F:16])([F:14])[F:15])[O:10][N:9]=2)=[CH:4][C:3]=1[CH2:26][NH:27][C:28](=[O:32])[CH:29]([CH3:31])[CH3:30], predict the reactants needed to synthesize it. The reactants are: [Cl:1][C:2]1[CH:7]=[CH:6][C:5]([C:8]2[CH2:12][C:11]([C:17]3[CH:22]=[C:21]([Cl:23])[C:20]([Cl:24])=[C:19]([Cl:25])[CH:18]=3)([C:13]([F:16])([F:15])[F:14])[O:10][N:9]=2)=[CH:4][C:3]=1[CH2:26][NH2:27].[C:28](Cl)(=[O:32])[CH:29]([CH3:31])[CH3:30].